Dataset: Plasma protein binding rate (PPBR) regression data from AstraZeneca. Task: Regression/Classification. Given a drug SMILES string, predict its absorption, distribution, metabolism, or excretion properties. Task type varies by dataset: regression for continuous measurements (e.g., permeability, clearance, half-life) or binary classification for categorical outcomes (e.g., BBB penetration, CYP inhibition). For this dataset (ppbr_az), we predict Y. The drug is Cc1cc(Nc2nc(O[C@H](C)c3ccc(F)cn3)c(C#N)nc2C)n[nH]1. The Y is 97.8 %.